This data is from Forward reaction prediction with 1.9M reactions from USPTO patents (1976-2016). The task is: Predict the product of the given reaction. (1) The product is: [OH:42][CH2:41][CH2:40][CH2:39][O:1][C:2]1[CH:7]=[C:6]([O:8][CH3:9])[CH:5]=[CH:4][C:3]=1[CH:10]1[C:18]2[C:13](=[CH:14][CH:15]=[C:16]([O:19][CH2:20][CH2:21][CH3:22])[CH:17]=2)[CH:12]([C:23]2[CH:28]=[CH:27][C:26]3[O:29][CH2:30][O:31][C:25]=3[CH:24]=2)[CH:11]1[C:32]([O:34][CH3:35])=[O:33]. Given the reactants [OH:1][C:2]1[CH:7]=[C:6]([O:8][CH3:9])[CH:5]=[CH:4][C:3]=1[CH:10]1[C:18]2[C:13](=[CH:14][CH:15]=[C:16]([O:19][CH2:20][CH2:21][CH3:22])[CH:17]=2)[CH:12]([C:23]2[CH:28]=[CH:27][C:26]3[O:29][CH2:30][O:31][C:25]=3[CH:24]=2)[CH:11]1[C:32]([O:34][CH3:35])=[O:33].[H-].[Na+].Br[CH2:39][CH2:40][CH2:41][OH:42], predict the reaction product. (2) The product is: [CH:1]1([N:7]2[C:11](=[O:12])[C:10]([NH:13][C:14]([C:16]3[C:20]([CH3:21])=[C:19]([CH2:22][CH2:23][C:24]([CH3:26])([CH3:25])[CH3:27])[O:18][N:17]=3)=[O:15])=[C:9]([CH3:28])[N:8]2[CH3:29])[CH2:2][CH2:3][CH2:4][CH2:5][CH2:6]1. Given the reactants [CH:1]1([N:7]2[C:11](=[O:12])[C:10]([NH:13][C:14]([C:16]3[C:20]([CH3:21])=[C:19]([C:22]#[C:23][C:24]([CH3:27])([CH3:26])[CH3:25])[O:18][N:17]=3)=[O:15])=[C:9]([CH3:28])[N:8]2[CH3:29])[CH2:6][CH2:5][CH2:4][CH2:3][CH2:2]1, predict the reaction product. (3) Given the reactants [CH2:1]([N:8]1[C:16]2[CH:15]=[CH:14][CH:13]=[C:12]([NH2:17])[C:11]=2[CH:10]=[CH:9]1)[C:2]1[CH:7]=[CH:6][CH:5]=[CH:4][CH:3]=1.Cl[C:19]1[N:28]=[CH:27][C:26]([CH:29]2[CH2:31][CH2:30]2)=[CH:25][C:20]=1[C:21]([O:23][CH3:24])=[O:22].C(=O)([O-])[O-].[Cs+].[Cs+], predict the reaction product. The product is: [CH2:1]([N:8]1[C:16]2[C:11](=[C:12]([NH:17][C:19]3[N:28]=[CH:27][C:26]([CH:29]4[CH2:31][CH2:30]4)=[CH:25][C:20]=3[C:21]([O:23][CH3:24])=[O:22])[CH:13]=[CH:14][CH:15]=2)[CH:10]=[CH:9]1)[C:2]1[CH:3]=[CH:4][CH:5]=[CH:6][CH:7]=1. (4) Given the reactants [Al+3].[Cl-].[Cl-].[Cl-].[CH3:5][C:6]1[CH:10]=[CH:9][S:8][C:7]=1[C:11]([O:13][CH3:14])=[O:12].Cl[C:16]([CH3:19])([CH3:18])[CH3:17], predict the reaction product. The product is: [CH3:14][O:13][C:11]([C:7]1[S:8][C:9]([C:16]([CH3:19])([CH3:18])[CH3:17])=[CH:10][C:6]=1[CH3:5])=[O:12]. (5) The product is: [C:29]([O:33][C:34](=[O:55])[NH:35][C:36]1([C:40]2[CH:41]=[CH:42][C:43]([C:2]3[C:22]([C:23]4[CH:28]=[CH:27][CH:26]=[CH:25][CH:24]=4)=[CH:21][N:5]4[N:6]=[C:7]5[C:12]([C:11]([C:13]6[CH:20]=[CH:19][C:16]([C:17]#[N:18])=[CH:15][CH:14]=6)=[CH:10][CH:9]=[CH:8]5)=[C:4]4[N:3]=3)=[CH:44][CH:45]=2)[CH2:37][CH2:38][CH2:39]1)([CH3:32])([CH3:30])[CH3:31]. Given the reactants Cl[C:2]1[C:22]([C:23]2[CH:28]=[CH:27][CH:26]=[CH:25][CH:24]=2)=[CH:21][N:5]2[N:6]=[C:7]3[C:12]([C:11]([C:13]4[CH:20]=[CH:19][C:16]([C:17]#[N:18])=[CH:15][CH:14]=4)=[CH:10][CH:9]=[CH:8]3)=[C:4]2[N:3]=1.[C:29]([O:33][C:34](=[O:55])[NH:35][C:36]1([C:40]2[CH:45]=[CH:44][C:43](B3OC(C)(C)C(C)(C)O3)=[CH:42][CH:41]=2)[CH2:39][CH2:38][CH2:37]1)([CH3:32])([CH3:31])[CH3:30].C(=O)([O-])[O-].[Na+].[Na+], predict the reaction product. (6) Given the reactants [Br:1][C:2]1[CH:3]=[N:4][CH:5]=[C:6]([CH:10]=1)[C:7]([OH:9])=[O:8].C([N-]C(C)C)(C)C.[Li+].[Br:19]C(Cl)(Cl)C(Cl)(Cl)Br.O, predict the reaction product. The product is: [Br:19][C:10]1[C:6]([C:7]([OH:9])=[O:8])=[CH:5][N:4]=[CH:3][C:2]=1[Br:1]. (7) Given the reactants [PH2:1](=[O:3])[O-:2].[NH4+].C[Si](C)(C)N[Si](C)(C)C.[CH2:14]=[C:15]([CH2:23][CH2:24][C:25]([O:27][C:28]([CH3:31])([CH3:30])[CH3:29])=[O:26])[C:16]([O:18][C:19]([CH3:22])([CH3:21])[CH3:20])=[O:17], predict the reaction product. The product is: [OH:3][PH:1]([CH2:14][CH:15]([CH2:23][CH2:24][C:25]([O:27][C:28]([CH3:29])([CH3:31])[CH3:30])=[O:26])[C:16]([O:18][C:19]([CH3:20])([CH3:21])[CH3:22])=[O:17])=[O:2]. (8) Given the reactants ClC(Cl)(Cl)[CH2:3][O:4][C:5]([C@@H:7]1[CH2:12][CH2:11][CH2:10][N:9]([C:13](=[O:31])[C@@H:14]([NH:16][C:17](=[O:30])[C@@H:18]([NH:22][C:23]([O:25][C:26]([CH3:29])([CH3:28])[CH3:27])=[O:24])[CH:19]([CH3:21])[CH3:20])[CH3:15])[NH:8]1)=[O:6].[F-].C([N+](CCCC)(CCCC)CCCC)CCC, predict the reaction product. The product is: [CH3:3][O:4][C:5]([C@@H:7]1[CH2:12][CH2:11][CH2:10][N:9]([C:13](=[O:31])[C@@H:14]([NH:16][C:17](=[O:30])[C@@H:18]([NH:22][C:23]([O:25][C:26]([CH3:27])([CH3:29])[CH3:28])=[O:24])[CH:19]([CH3:21])[CH3:20])[CH3:15])[NH:8]1)=[O:6]. (9) Given the reactants [N:1]1([CH2:7][CH2:8][O:9][C:10]2[CH:15]=[CH:14][C:13]([C:16]3[CH:21]=[CH:20][N:19]=[C:18]([NH:22][CH2:23][C:24]4[CH:32]=[CH:31][C:27]([C:28]([OH:30])=O)=[CH:26][CH:25]=4)[N:17]=3)=[CH:12][CH:11]=2)[CH2:6][CH2:5][O:4][CH2:3][CH2:2]1.[C:33]1([NH2:40])[CH:38]=[CH:37][CH:36]=[CH:35][C:34]=1[NH2:39].CCN(CC)CC.C1C=CC2N(O)N=NC=2C=1.O.CCN=C=NCCCN(C)C.Cl.Cl, predict the reaction product. The product is: [NH2:39][C:34]1[CH:35]=[CH:36][CH:37]=[CH:38][C:33]=1[NH:40][C:28](=[O:30])[C:27]1[CH:31]=[CH:32][C:24]([CH2:23][NH:22][C:18]2[N:17]=[C:16]([C:13]3[CH:14]=[CH:15][C:10]([O:9][CH2:8][CH2:7][N:1]4[CH2:2][CH2:3][O:4][CH2:5][CH2:6]4)=[CH:11][CH:12]=3)[CH:21]=[CH:20][N:19]=2)=[CH:25][CH:26]=1. (10) Given the reactants [Br:1][C:2]1[S:3][C:4]2[CH2:5][N:6](C(OC(C)(C)C)=O)[CH2:7][CH2:8][C:9]=2[N:10]=1.[F:18][C:19]([F:24])([F:23])[C:20]([OH:22])=[O:21], predict the reaction product. The product is: [F:18][C:19]([F:24])([F:23])[C:20]([OH:22])=[O:21].[Br:1][C:2]1[S:3][C:4]2[CH2:5][NH:6][CH2:7][CH2:8][C:9]=2[N:10]=1.